From a dataset of Catalyst prediction with 721,799 reactions and 888 catalyst types from USPTO. Predict which catalyst facilitates the given reaction. (1) Reactant: [Cl:1][C:2]1[N:10]=[C:9]2[C:5]([N:6]=[CH:7][N:8]2[CH3:11])=[C:4]([N:12]2[CH2:17][CH2:16][O:15][CH2:14][CH2:13]2)[N:3]=1.CN(CCN(C)C)C.[Li]CCCC.[C:31]([O:35][C:36]([N:38]1[CH2:43][CH2:42][CH2:41][C:40](=[O:44])[CH2:39]1)=[O:37])([CH3:34])([CH3:33])[CH3:32]. Product: [C:31]([O:35][C:36]([N:38]1[CH2:43][CH2:42][CH2:41][C:40]([C:7]2[N:8]([CH3:11])[C:9]3[C:5]([N:6]=2)=[C:4]([N:12]2[CH2:17][CH2:16][O:15][CH2:14][CH2:13]2)[N:3]=[C:2]([Cl:1])[N:10]=3)([OH:44])[CH2:39]1)=[O:37])([CH3:34])([CH3:32])[CH3:33]. The catalyst class is: 1. (2) Reactant: [CH3:1][O:2][C:3](=[O:14])[C:4]1[CH:12]=[C:11]([I:13])[CH:10]=[C:6]([C:7](O)=[O:8])[CH:5]=1.[CH3:15][NH:16][CH3:17].F[P-](F)(F)(F)(F)F.N1(OC(N(C)C)=[N+](C)C)C2N=CC=CC=2N=N1.C(N(C(C)C)CC)(C)C. Product: [CH3:1][O:2][C:3](=[O:14])[C:4]1[CH:12]=[C:11]([I:13])[CH:10]=[C:6]([C:7]([N:16]([CH3:17])[CH3:15])=[O:8])[CH:5]=1. The catalyst class is: 9. (3) Reactant: [C:1]([CH:4]([CH2:9][CH2:10][CH2:11][CH2:12][CH3:13])[C:5]([O:7]C)=[O:6])(=[O:3])[CH3:2].[OH-].[K+]. Product: [C:1]([CH:4]([CH2:9][CH2:10][CH2:11][CH2:12][CH3:13])[C:5]([OH:7])=[O:6])(=[O:3])[CH3:2]. The catalyst class is: 4.